Dataset: Full USPTO retrosynthesis dataset with 1.9M reactions from patents (1976-2016). Task: Predict the reactants needed to synthesize the given product. (1) Given the product [CH2:1]([O:8][C:9]1[CH:10]=[C:11]2[C:15](=[CH:16][CH:17]=1)[N:14]([C@@H:18]([C:23]1[CH:28]=[CH:27][CH:26]=[CH:25][CH:24]=1)[C@H:19]([OH:22])[CH2:20][OH:21])[CH:13]=[CH:12]2)[C:2]1[CH:3]=[CH:4][CH:5]=[CH:6][CH:7]=1, predict the reactants needed to synthesize it. The reactants are: [CH2:1]([O:8][C:9]1[CH:10]=[C:11]2[C:15](=[CH:16][CH:17]=1)[N:14]([C@@H:18]([C:23]1[CH:28]=[CH:27][CH:26]=[CH:25][CH:24]=1)[C@H:19]([OH:22])[CH2:20][OH:21])[CH2:13][CH2:12]2)[C:2]1[CH:7]=[CH:6][CH:5]=[CH:4][CH:3]=1.ClC1C(=O)C(C#N)=C(C#N)C(=O)C=1Cl. (2) Given the product [C:24]1([C:27]2[CH:28]=[CH:29][CH:30]=[CH:31][CH:32]=2)[CH:23]=[CH:22][C:21]([NH:18][C:19]([NH:13][CH2:12][CH:8]2[O:9][CH2:10][CH2:11][N:6]([CH2:5][C:4]3[CH:14]=[CH:15][C:16]([Cl:17])=[C:2]([Cl:1])[CH:3]=3)[CH2:7]2)=[O:20])=[CH:26][CH:25]=1, predict the reactants needed to synthesize it. The reactants are: [Cl:1][C:2]1[CH:3]=[C:4]([CH:14]=[CH:15][C:16]=1[Cl:17])[CH2:5][N:6]1[CH2:11][CH2:10][O:9][CH:8]([CH2:12][NH2:13])[CH2:7]1.[N:18]([C:21]1[CH:26]=[CH:25][C:24]([C:27]2[CH:32]=[CH:31][CH:30]=[CH:29][CH:28]=2)=[CH:23][CH:22]=1)=[C:19]=[O:20]. (3) Given the product [OH:17][CH2:16][CH:14]1[CH:13]([OH:18])[CH:12]([OH:19])[CH:11]([N:3]2[CH:2]=[CH:1][C:5]3[C:6]4[N:7]([CH:21]=[CH:22][N:10]=4)[CH:8]=[N:9][C:4]2=3)[O:15]1, predict the reactants needed to synthesize it. The reactants are: [CH:1]1[C:5]2=[C:6]([NH2:10])[N:7]=[CH:8][N:9]=[C:4]2[N:3]([C@@H:11]2[O:15][C@H:14]([CH2:16][OH:17])[C@@H:13]([OH:18])[C@H:12]2[OH:19])[CH:2]=1.Cl[CH2:21][CH:22]=O. (4) Given the product [CH3:34][N:33]1[C:29]2[CH:28]=[CH:27][N:26]=[C:25]([NH:2][C:3]3[CH:4]=[C:5]([CH:21]=[CH:22][CH:23]=3)[CH2:6][NH:7][C:8]3[C:17]4[C:12](=[C:13]([C:18]([NH2:20])=[O:19])[CH:14]=[CH:15][CH:16]=4)[N:11]=[CH:10][N:9]=3)[C:30]=2[N:31]=[CH:32]1, predict the reactants needed to synthesize it. The reactants are: Cl.[NH2:2][C:3]1[CH:4]=[C:5]([CH:21]=[CH:22][CH:23]=1)[CH2:6][NH:7][C:8]1[C:17]2[C:12](=[C:13]([C:18]([NH2:20])=[O:19])[CH:14]=[CH:15][CH:16]=2)[N:11]=[CH:10][N:9]=1.Cl[C:25]1[C:30]2[N:31]=[CH:32][N:33]([CH3:34])[C:29]=2[CH:28]=[CH:27][N:26]=1. (5) Given the product [Cl:24][C:19]1[CH:18]=[C:17]([C:11]2([N:43]=[C:45]=[O:46])[CH2:12][CH2:13][N:8]([C:6]([O:5][C:1]([CH3:3])([CH3:2])[CH3:4])=[O:7])[CH2:9][CH2:10]2)[CH:22]=[CH:21][C:20]=1[Cl:23], predict the reactants needed to synthesize it. The reactants are: [C:1]([O:5][C:6]([N:8]1[CH2:13][CH2:12][C:11]([C:17]2[CH:22]=[CH:21][C:20]([Cl:23])=[C:19]([Cl:24])[CH:18]=2)(C(O)=O)[CH2:10][CH2:9]1)=[O:7])([CH3:4])([CH3:3])[CH3:2].C1C=CC(P(N=[N+]=[N-])(C2C=CC=CC=2)=O)=CC=1.C[N:43]([CH:45]=[O:46])C.